From a dataset of Forward reaction prediction with 1.9M reactions from USPTO patents (1976-2016). Predict the product of the given reaction. (1) Given the reactants [CH2:1]([O:8][C:9]1[CH:14]=[CH:13][C:12]([C:15]2[O:16][C:17]([CH3:23])=[C:18]([CH2:20][CH2:21][OH:22])[N:19]=2)=[CH:11][CH:10]=1)[C:2]1[CH:7]=[CH:6][CH:5]=[CH:4][CH:3]=1.C(N(CC)CC)C.[C:31]([Si:35](Cl)([C:42]1[CH:47]=[CH:46][CH:45]=[CH:44][CH:43]=1)[C:36]1[CH:41]=[CH:40][CH:39]=[CH:38][CH:37]=1)([CH3:34])([CH3:33])[CH3:32], predict the reaction product. The product is: [CH2:1]([O:8][C:9]1[CH:14]=[CH:13][C:12]([C:15]2[O:16][C:17]([CH3:23])=[C:18]([CH2:20][CH2:21][O:22][Si:35]([C:31]([CH3:34])([CH3:33])[CH3:32])([C:42]3[CH:43]=[CH:44][CH:45]=[CH:46][CH:47]=3)[C:36]3[CH:41]=[CH:40][CH:39]=[CH:38][CH:37]=3)[N:19]=2)=[CH:11][CH:10]=1)[C:2]1[CH:7]=[CH:6][CH:5]=[CH:4][CH:3]=1. (2) Given the reactants [OH:1][C:2]1[C:3]([N+:8]([O-:10])=[O:9])=[N:4][CH:5]=[CH:6][CH:7]=1.[Br:11]N1C(=O)CCC1=O, predict the reaction product. The product is: [Br:11][C:5]1[CH:6]=[CH:7][C:2]([OH:1])=[C:3]([N+:8]([O-:10])=[O:9])[N:4]=1. (3) Given the reactants [NH2:1][C:2]1[CH:7]=[CH:6][CH:5]=[CH:4][C:3]=1[OH:8].[CH3:9][C:10]([CH3:12])=O.[O-]S([O-])(=O)=O.[Mg+2], predict the reaction product. The product is: [CH:10]([NH:1][C:2]1[CH:7]=[CH:6][CH:5]=[CH:4][C:3]=1[OH:8])([CH3:12])[CH3:9]. (4) The product is: [CH3:1][O:2][C:3](=[O:15])[C:4](=[O:14])[CH:5]([Cl:13])[C:6]1[CH:11]=[CH:10][CH:9]=[CH:8][C:7]=1[F:16]. Given the reactants [CH3:1][O:2][C:3](=[O:15])[C:4](=[O:14])[CH:5]([Cl:13])[C:6]1[CH:11]=[CH:10][C:9](F)=[CH:8][CH:7]=1.[F:16]C1C=CC=CC=1C=O.FC1C=CC(C=O)=CC=1, predict the reaction product. (5) Given the reactants [CH3:1][C:2]1[CH:7]=[C:6]([CH3:8])[CH:5]=[CH:4][C:3]=1[CH2:9][N:10]1[C:15](=[O:16])[C:14]([C:17]([NH:19][CH2:20][C:21]([O:23]CC)=[O:22])=[O:18])=[C:13]([OH:26])[C:12]([C:27]([O:29]C)=O)=[C:11]1[OH:31].CC1C=C(C)C=CC=1C[N:41]1[C:46](=O)[CH:45]=[C:44](O)[C:43](C(OC)=O)=[C:42]1O.C([N:57](C(C)C)CC)(C)C.N(CC(OCC)=O)=C=O, predict the reaction product. The product is: [CH3:1][C:2]1[CH:7]=[C:6]([CH3:8])[CH:5]=[CH:4][C:3]=1[CH2:9][N:10]1[C:11]([OH:31])=[C:12]([C:27]([NH:57][C:43]2[CH:42]=[N:41][CH:46]=[CH:45][CH:44]=2)=[O:29])[C:13]([OH:26])=[C:14]([C:17]([NH:19][CH2:20][C:21]([OH:23])=[O:22])=[O:18])[C:15]1=[O:16].